This data is from Full USPTO retrosynthesis dataset with 1.9M reactions from patents (1976-2016). The task is: Predict the reactants needed to synthesize the given product. (1) Given the product [Cl:1][C:2]1[CH:21]=[CH:20][C:19]([CH2:22][NH:24][CH2:25][C:26]([CH3:30])([CH3:29])[CH2:27][OH:28])=[CH:18][C:3]=1[C:4]([NH:6][CH2:7][C:8]12[CH2:17][CH:12]3[CH2:13][CH:14]([CH2:16][CH:10]([CH2:11]3)[CH2:9]1)[CH2:15]2)=[O:5], predict the reactants needed to synthesize it. The reactants are: [Cl:1][C:2]1[CH:21]=[CH:20][C:19]([CH:22]=O)=[CH:18][C:3]=1[C:4]([NH:6][CH2:7][C:8]12[CH2:17][CH:12]3[CH2:13][CH:14]([CH2:16][CH:10]([CH2:11]3)[CH2:9]1)[CH2:15]2)=[O:5].[NH2:24][CH2:25][C:26]([CH3:30])([CH3:29])[CH2:27][OH:28].C(O[BH-](OC(=O)C)OC(=O)C)(=O)C.[Na+]. (2) Given the product [N:1]1[C:10]2[NH:9][CH2:8][CH2:7][CH2:6][C:5]=2[CH:4]=[CH:3][C:2]=1[NH:20][CH2:62][CH2:57][O:27][C:28]1[CH:29]=[C:30]2[C:35](=[CH:36][CH:37]=1)[CH2:34][CH:33]([CH2:38][C:39]([O:41][CH2:42][CH3:43])=[O:40])[CH2:32][CH2:31]2, predict the reactants needed to synthesize it. The reactants are: [N:1]1[C:10]2[NH:9][CH2:8][CH2:7][CH2:6][C:5]=2[CH:4]=[CH:3][C:2]=1CC(N)O.CCOC(/[N:20]=N/C(OCC)=O)=O.[OH:27][CH:28]1[CH2:37][CH2:36][C:35]2[CH:34]=[C:33]([CH2:38][C:39]([O:41][CH2:42][CH3:43])=[O:40])[CH:32]=[CH:31][C:30]=2[CH2:29]1.C1(P([C:57]2[CH:62]=CC=CC=2)C2C=CC=CC=2)C=CC=CC=1. (3) The reactants are: [NH2:1][C:2](=[N:19][OH:20])[CH:3]1[CH2:6][C:5]2([CH2:11][CH2:10][N:9]([C:12]([O:14][C:15]([CH3:18])([CH3:17])[CH3:16])=[O:13])[CH2:8][CH2:7]2)[CH2:4]1.CCN(C(C)C)C(C)C.[F:30][C:31]([F:42])([F:41])[C:32]1[CH:40]=[CH:39][C:35]([C:36](Cl)=O)=[CH:34][CH:33]=1. Given the product [F:30][C:31]([F:41])([F:42])[C:32]1[CH:33]=[CH:34][C:35]([C:36]2[O:20][N:19]=[C:2]([CH:3]3[CH2:4][C:5]4([CH2:11][CH2:10][N:9]([C:12]([O:14][C:15]([CH3:17])([CH3:16])[CH3:18])=[O:13])[CH2:8][CH2:7]4)[CH2:6]3)[N:1]=2)=[CH:39][CH:40]=1, predict the reactants needed to synthesize it. (4) Given the product [C:1]([O:5][C:6]([N:8]1[CH2:12][CH:11]([CH2:13][C:14]2[CH:15]=[C:16]([F:21])[CH:17]=[C:18]([F:20])[CH:19]=2)[CH:10]([CH2:22][N:23]([CH:24]2[CH2:25][CH2:26]2)[C:38]([CH:36]2[C:35]3[C:30](=[CH:31][CH:32]=[CH:33][CH:34]=3)[NH:29][C:28](=[O:27])[CH2:37]2)=[O:39])[CH2:9]1)=[O:7])([CH3:4])([CH3:2])[CH3:3], predict the reactants needed to synthesize it. The reactants are: [C:1]([O:5][C:6]([N:8]1[CH2:12][CH:11]([CH2:13][C:14]2[CH:19]=[C:18]([F:20])[CH:17]=[C:16]([F:21])[CH:15]=2)[CH:10]([CH2:22][NH:23][CH:24]2[CH2:26][CH2:25]2)[CH2:9]1)=[O:7])([CH3:4])([CH3:3])[CH3:2].[O:27]=[C:28]1[CH2:37][CH:36]([C:38](O)=[O:39])[C:35]2[C:30](=[CH:31][CH:32]=[CH:33][CH:34]=2)[NH:29]1. (5) Given the product [N:8]1([C:5]2[CH:6]=[CH:7][C:2]([N:32]3[CH:33]=[CH:34][C:29]([O:28][CH:25]4[CH2:26][CH2:27][N:22]([C:19]5[N:18]=[CH:17][C:16]([CH2:13][CH2:14][CH3:15])=[CH:21][N:20]=5)[CH2:23][CH2:24]4)=[CH:30][C:31]3=[O:35])=[CH:3][CH:4]=2)[CH:12]=[N:11][CH:10]=[N:9]1, predict the reactants needed to synthesize it. The reactants are: Br[C:2]1[CH:7]=[CH:6][C:5]([N:8]2[CH:12]=[N:11][CH:10]=[N:9]2)=[CH:4][CH:3]=1.[CH2:13]([C:16]1[CH:17]=[N:18][C:19]([N:22]2[CH2:27][CH2:26][CH:25]([O:28][C:29]3[CH:34]=[CH:33][NH:32][C:31](=[O:35])[CH:30]=3)[CH2:24][CH2:23]2)=[N:20][CH:21]=1)[CH2:14][CH3:15].N1C2C(=CC=CC=2O)C=CC=1.C(=O)([O-])[O-].[K+].[K+].Cl. (6) Given the product [CH3:3][N:1]1[C:7]([C:8]([OH:10])=[O:9])=[C:6]([C:5]([F:14])([F:13])[F:4])[CH:17]=[N:2]1, predict the reactants needed to synthesize it. The reactants are: [N+:1](=[CH2:3])=[N-:2].[F:4][C:5]([F:14])([F:13])[C:6]#[C:7][C:8]([O:10]CC)=[O:9].Cl.O1CCOC[CH2:17]1. (7) Given the product [C:18]([C:7]1[C:8]([OH:10])=[CH:9][C:2]([Cl:1])=[C:3]([CH:6]=1)[C:4]#[N:5])(=[O:20])[CH3:19], predict the reactants needed to synthesize it. The reactants are: [Cl:1][C:2]1[CH:9]=[C:8]([OH:10])[CH:7]=[CH:6][C:3]=1[C:4]#[N:5].C(N(CC)CC)C.[C:18](Cl)(=[O:20])[CH3:19].[Al+3].[Cl-].[Cl-].[Cl-]. (8) Given the product [F:35][C:26]1[CH:25]=[C:24]([C@:14]2([NH:13][C:12]([C:10]3[CH:9]=[CH:8][C:3]([C:4]([O:6][CH3:7])=[O:5])=[C:2]([CH:37]=[CH2:38])[CH:11]=3)=[O:36])[C:19]3=[N:20][CH:21]=[CH:22][CH:23]=[C:18]3[O:17][CH2:16][CH2:15]2)[CH:29]=[CH:28][C:27]=1[O:30][C:31]([F:34])([F:33])[F:32], predict the reactants needed to synthesize it. The reactants are: Br[C:2]1[CH:11]=[C:10]([C:12](=[O:36])[NH:13][C@@:14]2([C:24]3[CH:29]=[CH:28][C:27]([O:30][C:31]([F:34])([F:33])[F:32])=[C:26]([F:35])[CH:25]=3)[C:19]3=[N:20][CH:21]=[CH:22][CH:23]=[C:18]3[O:17][CH2:16][CH2:15]2)[CH:9]=[CH:8][C:3]=1[C:4]([O:6][CH3:7])=[O:5].[CH2:37]([Sn](CCCC)(CCCC)C=C)[CH2:38]CC.[F-].[K+].